This data is from TCR-epitope binding with 47,182 pairs between 192 epitopes and 23,139 TCRs. The task is: Binary Classification. Given a T-cell receptor sequence (or CDR3 region) and an epitope sequence, predict whether binding occurs between them. (1) The epitope is AVFDRKSDAK. The TCR CDR3 sequence is CASSSLDVAGYEQYF. Result: 1 (the TCR binds to the epitope). (2) The epitope is EHPTFTSQYRIQGKL. The TCR CDR3 sequence is CSATDRASNQPQHF. Result: 1 (the TCR binds to the epitope). (3) The epitope is TEKSNIIRGW. The TCR CDR3 sequence is CASSPILGQTYEQYF. Result: 1 (the TCR binds to the epitope). (4) The epitope is AYILFTRFFYV. The TCR CDR3 sequence is CASSGPGQGAREQYF. Result: 0 (the TCR does not bind to the epitope). (5) The epitope is MMISAGFSL. The TCR CDR3 sequence is CASRVWGSSTGELFF. Result: 0 (the TCR does not bind to the epitope).